Dataset: Reaction yield outcomes from USPTO patents with 853,638 reactions. Task: Predict the reaction yield, written as a fraction of the theoretical maximum amount of product (1.0 means a 100% yield; for example, 0.34 means a 34% yield). The catalyst is ClCCl.C(OCC)(=O)C.C([O-])(=O)C.[Cu+2].C([O-])(=O)C. The yield is 0.800. The product is [O:1]=[C:2]1[C:7]([CH2:8][C:9]2[CH:10]=[CH:11][C:12]([C:15]3[C:16]([C:21]#[N:22])=[CH:17][CH:18]=[CH:19][CH:20]=3)=[CH:13][CH:14]=2)=[C:6]([CH2:23][CH2:24][CH3:25])[N:5]2[N:26]=[CH:27][N:28]=[C:4]2[N:3]1[C:29]1[CH:34]=[CH:33][CH:32]=[CH:31][CH:30]=1. The reactants are [O:1]=[C:2]1[C:7]([CH2:8][C:9]2[CH:14]=[CH:13][C:12]([C:15]3[C:16]([C:21]#[N:22])=[CH:17][CH:18]=[CH:19][CH:20]=3)=[CH:11][CH:10]=2)=[C:6]([CH2:23][CH2:24][CH3:25])[N:5]2[N:26]=[CH:27][N:28]=[C:4]2[NH:3]1.[C:29]1(B(O)O)[CH:34]=[CH:33][CH:32]=[CH:31][CH:30]=1.C(N(CC)CC)C.N1C=CC=CC=1.